Task: Predict the reactants needed to synthesize the given product.. Dataset: Full USPTO retrosynthesis dataset with 1.9M reactions from patents (1976-2016) (1) Given the product [C:1]1([C:11]2[C:12]3[CH:22]=[CH:21][CH:20]=[CH:19][C:13]=3[S:14][C:15]=2[C:16](=[O:18])[CH3:17])[CH:6]=[CH:5][CH:4]=[CH:3][CH:2]=1, predict the reactants needed to synthesize it. The reactants are: [C:1]1(B(O)O)[CH:6]=[CH:5][CH:4]=[CH:3][CH:2]=1.Br[C:11]1[C:12]2[CH:22]=[CH:21][CH:20]=[CH:19][C:13]=2[S:14][C:15]=1[C:16](=[O:18])[CH3:17].C(=O)([O-])[O-].[Na+].[Na+]. (2) Given the product [CH3:15][O:14][C:12](=[O:13])[C:11]1[CH:16]=[CH:17][C:8]([O:34][C:31]2[CH:30]=[CH:29][C:28]([CH2:27][CH:26]([NH:25][C:18]([O:20][C:21]([CH3:24])([CH3:23])[CH3:22])=[O:19])[C:35]([OH:37])=[O:36])=[CH:33][CH:32]=2)=[N:9][CH:10]=1, predict the reactants needed to synthesize it. The reactants are: C(=O)([O-])[O-].[K+].[K+].Cl[C:8]1[CH:17]=[CH:16][C:11]([C:12]([O:14][CH3:15])=[O:13])=[CH:10][N:9]=1.[C:18]([NH:25][C@H:26]([C:35]([OH:37])=[O:36])[CH2:27][C:28]1[CH:33]=[CH:32][C:31]([OH:34])=[CH:30][CH:29]=1)([O:20][C:21]([CH3:24])([CH3:23])[CH3:22])=[O:19].